This data is from NCI-60 drug combinations with 297,098 pairs across 59 cell lines. The task is: Regression. Given two drug SMILES strings and cell line genomic features, predict the synergy score measuring deviation from expected non-interaction effect. (1) Drug 1: CC1=C2C(C(=O)C3(C(CC4C(C3C(C(C2(C)C)(CC1OC(=O)C(C(C5=CC=CC=C5)NC(=O)C6=CC=CC=C6)O)O)OC(=O)C7=CC=CC=C7)(CO4)OC(=O)C)O)C)OC(=O)C. Drug 2: CC1=C(N=C(N=C1N)C(CC(=O)N)NCC(C(=O)N)N)C(=O)NC(C(C2=CN=CN2)OC3C(C(C(C(O3)CO)O)O)OC4C(C(C(C(O4)CO)O)OC(=O)N)O)C(=O)NC(C)C(C(C)C(=O)NC(C(C)O)C(=O)NCCC5=NC(=CS5)C6=NC(=CS6)C(=O)NCCC[S+](C)C)O. Cell line: NCI-H322M. Synergy scores: CSS=13.7, Synergy_ZIP=1.47, Synergy_Bliss=4.24, Synergy_Loewe=0.623, Synergy_HSA=4.54. (2) Drug 1: C1CN1P(=S)(N2CC2)N3CC3. Drug 2: C1=NNC2=C1C(=O)NC=N2. Cell line: DU-145. Synergy scores: CSS=6.29, Synergy_ZIP=-2.35, Synergy_Bliss=0.930, Synergy_Loewe=-10.1, Synergy_HSA=-1.59. (3) Drug 1: C1CCC(C1)C(CC#N)N2C=C(C=N2)C3=C4C=CNC4=NC=N3. Drug 2: CC(C1=C(C=CC(=C1Cl)F)Cl)OC2=C(N=CC(=C2)C3=CN(N=C3)C4CCNCC4)N. Cell line: UACC-257. Synergy scores: CSS=-0.354, Synergy_ZIP=1.53, Synergy_Bliss=3.05, Synergy_Loewe=-0.421, Synergy_HSA=0.305. (4) Drug 1: CCN(CC)CCNC(=O)C1=C(NC(=C1C)C=C2C3=C(C=CC(=C3)F)NC2=O)C. Drug 2: C1=NC2=C(N1)C(=S)N=CN2. Cell line: EKVX. Synergy scores: CSS=9.34, Synergy_ZIP=-3.89, Synergy_Bliss=-3.11, Synergy_Loewe=1.67, Synergy_HSA=-0.0987. (5) Drug 1: C1=CC(=C2C(=C1NCCNCCO)C(=O)C3=C(C=CC(=C3C2=O)O)O)NCCNCCO. Drug 2: C1=CC(=CC=C1CCCC(=O)O)N(CCCl)CCCl. Cell line: IGROV1. Synergy scores: CSS=50.6, Synergy_ZIP=0.151, Synergy_Bliss=1.11, Synergy_Loewe=6.47, Synergy_HSA=8.24. (6) Drug 1: CC1=C2C(C(=O)C3(C(CC4C(C3C(C(C2(C)C)(CC1OC(=O)C(C(C5=CC=CC=C5)NC(=O)C6=CC=CC=C6)O)O)OC(=O)C7=CC=CC=C7)(CO4)OC(=O)C)O)C)OC(=O)C. Drug 2: CC12CCC3C(C1CCC2OP(=O)(O)O)CCC4=C3C=CC(=C4)OC(=O)N(CCCl)CCCl.[Na+]. Cell line: T-47D. Synergy scores: CSS=62.0, Synergy_ZIP=19.0, Synergy_Bliss=21.2, Synergy_Loewe=2.16, Synergy_HSA=20.3.